From a dataset of Full USPTO retrosynthesis dataset with 1.9M reactions from patents (1976-2016). Predict the reactants needed to synthesize the given product. (1) The reactants are: [CH2:1]([C:3]1([CH2:7][OH:8])[CH2:6][O:5][CH2:4]1)[CH3:2].N1C=CC=CC=1.[C:15]1([CH3:25])[CH:20]=[CH:19][C:18]([S:21](Cl)(=[O:23])=[O:22])=[CH:17][CH:16]=1. Given the product [S:21]([O:8][CH2:7][C:3]1([CH2:1][CH3:2])[CH2:6][O:5][CH2:4]1)([C:18]1[CH:19]=[CH:20][C:15]([CH3:25])=[CH:16][CH:17]=1)(=[O:23])=[O:22], predict the reactants needed to synthesize it. (2) Given the product [Cl:8][C:6]1[N:5]=[CH:4][N:3]=[C:2]([NH:13][C:12]2[CH:14]=[CH:15][C:16]([O:18][CH3:19])=[CH:17][C:11]=2[O:10][CH3:9])[CH:7]=1, predict the reactants needed to synthesize it. The reactants are: Cl[C:2]1[CH:7]=[C:6]([Cl:8])[N:5]=[CH:4][N:3]=1.[CH3:9][O:10][C:11]1[CH:17]=[C:16]([O:18][CH3:19])[CH:15]=[CH:14][C:12]=1[NH2:13].C(N(CC)C(C)C)(C)C. (3) Given the product [Si:1]([O:8][C:9]1[CH:14]=[C:13]([O:15][Si:16]([C:19]([CH3:20])([CH3:21])[CH3:22])([CH3:18])[CH3:17])[CH:12]=[CH:11][C:10]=1[C@H:23]1[CH2:24][CH2:25][C@H:26]([NH:29][C:47](=[O:48])[C:46]2[CH:50]=[CH:51][CH:52]=[C:44]([N+:41]([O-:43])=[O:42])[CH:45]=2)[CH2:27][CH2:28]1)([C:4]([CH3:5])([CH3:6])[CH3:7])([CH3:3])[CH3:2], predict the reactants needed to synthesize it. The reactants are: [Si:1]([O:8][C:9]1[CH:14]=[C:13]([O:15][Si:16]([C:19]([CH3:22])([CH3:21])[CH3:20])([CH3:18])[CH3:17])[CH:12]=[CH:11][C:10]=1[C@H:23]1[CH2:28][CH2:27][C@H:26]([NH2:29])[CH2:25][CH2:24]1)([C:4]([CH3:7])([CH3:6])[CH3:5])([CH3:3])[CH3:2].ClC(Cl)C.C(N(CC)CC)C.[N+:41]([C:44]1[CH:45]=[C:46]([CH:50]=[CH:51][CH:52]=1)[C:47](Cl)=[O:48])([O-:43])=[O:42]. (4) Given the product [C:79]([O:78][C:77]([NH:76][CH2:75][C:72]1[N:73]=[N:74][N:70]([CH2:69][C@@H:65]2[C@H:64]([NH:63][C:13](=[O:15])/[C:12](=[N:11]\[O:10][C:7]([CH3:8])([CH3:9])[C:6]([O:5][C:1]([CH3:4])([CH3:3])[CH3:2])=[O:29])/[C:16]3[N:17]=[C:18]([NH:21][C:22]([O:24][C:25]([CH3:26])([CH3:27])[CH3:28])=[O:23])[S:19][CH:20]=3)[C:67](=[O:68])[NH:66]2)[N:71]=1)=[O:83])([CH3:82])([CH3:80])[CH3:81], predict the reactants needed to synthesize it. The reactants are: [C:1]([O:5][C:6](=[O:29])[C:7]([O:10]/[N:11]=[C:12](/[C:16]1[N:17]=[C:18]([NH:21][C:22]([O:24][C:25]([CH3:28])([CH3:27])[CH3:26])=[O:23])[S:19][CH:20]=1)\[C:13]([OH:15])=O)([CH3:9])[CH3:8])([CH3:4])([CH3:3])[CH3:2].CCN(C(C)C)C(C)C.CN(C(ON1N=NC2C=CC=NC1=2)=[N+](C)C)C.F[P-](F)(F)(F)(F)F.[NH2:63][C@@H:64]1[C:67](=[O:68])[NH:66][C@@H:65]1[CH2:69][N:70]1[N:74]=[N:73][C:72]([CH2:75][NH:76][C:77](=[O:83])[O:78][C:79]([CH3:82])([CH3:81])[CH3:80])=[N:71]1. (5) Given the product [CH:3]12[CH2:12][CH:7]3[CH2:8][CH:9]([CH2:11][CH:5]([CH2:6]3)[CH:4]1[NH:13][C:14]([C:16]1[CH:17]=[N:18][N:19]([C:27]3[CH:36]=[CH:35][C:30]([C:31]([OH:33])=[O:32])=[CH:29][CH:28]=3)[C:20]=1[S:21][CH:22]1[CH2:26][CH2:25][CH2:24][CH2:23]1)=[O:15])[CH2:10]2, predict the reactants needed to synthesize it. The reactants are: [OH-].[Na+].[CH:3]12[CH2:12][CH:7]3[CH2:8][CH:9]([CH2:11][CH:5]([CH2:6]3)[CH:4]1[NH:13][C:14]([C:16]1[CH:17]=[N:18][N:19]([C:27]3[CH:36]=[CH:35][C:30]([C:31]([O:33]C)=[O:32])=[CH:29][CH:28]=3)[C:20]=1[S:21][CH:22]1[CH2:26][CH2:25][CH2:24][CH2:23]1)=[O:15])[CH2:10]2. (6) Given the product [Br:1][C:2]1[CH:3]=[CH:4][C:5]([OH:10])=[C:6]([CH:9]=1)[C:7]#[N:12], predict the reactants needed to synthesize it. The reactants are: [Br:1][C:2]1[CH:9]=[C:6]([CH:7]=O)[C:5]([OH:10])=[CH:4][CH:3]=1.Cl.[NH2:12]O.C([O-])=O.[Na+].C(OCC)(=O)C. (7) Given the product [CH:1]1([CH:11]2[CH2:13][CH2:12]2)[CH2:3][CH:2]1[CH:4]1[CH2:9][CH2:8][CH2:7][CH2:6][CH:5]1[NH:10][C:27]([C:26]1[C:22]([CH:21]([F:32])[F:20])=[N:23][N:24]([CH3:31])[C:25]=1[F:30])=[O:28], predict the reactants needed to synthesize it. The reactants are: [CH:1]1([CH:11]2[CH2:13][CH2:12]2)[CH2:3][CH:2]1[CH:4]1[CH2:9][CH2:8][CH2:7][CH2:6][CH:5]1[NH2:10].C(=O)([O-])[O-].[K+].[K+].[F:20][CH:21]([F:32])[C:22]1[C:26]([C:27](Cl)=[O:28])=[C:25]([F:30])[N:24]([CH3:31])[N:23]=1. (8) Given the product [Si:1]([O:8][C@H:9]1[CH2:14][CH2:13][C@@:12]([C@H:16]2[CH2:24][CH2:23][C@@:22]3([CH3:25])[C@@H:18]([CH:19]=[CH:20][C:21]3=[O:26])[C@@H:17]2[CH2:27][O:28][Si:29]([C:32]([CH3:34])([CH3:33])[CH3:35])([CH3:31])[CH3:30])([CH3:15])[C@@H:11]([CH2:36][O:37][Si:38]([C:41]([CH3:44])([CH3:43])[CH3:42])([CH3:39])[CH3:40])[CH2:10]1)([C:4]([CH3:7])([CH3:5])[CH3:6])([CH3:3])[CH3:2], predict the reactants needed to synthesize it. The reactants are: [Si:1]([O:8][C@H:9]1[CH2:14][CH2:13][C@@:12]([C@H:16]2[CH2:24][CH2:23][C@@:22]3([CH3:25])[C@@H:18]([CH2:19][CH2:20][C:21]3=[O:26])[C@@H:17]2[CH2:27][O:28][Si:29]([C:32]([CH3:35])([CH3:34])[CH3:33])([CH3:31])[CH3:30])([CH3:15])[C@@H:11]([CH2:36][O:37][Si:38]([C:41]([CH3:44])([CH3:43])[CH3:42])([CH3:40])[CH3:39])[CH2:10]1)([C:4]([CH3:7])([CH3:6])[CH3:5])([CH3:3])[CH3:2].[Si](OS(C(F)(F)F)(=O)=O)(C)(C)C.CCOCC.